Dataset: Forward reaction prediction with 1.9M reactions from USPTO patents (1976-2016). Task: Predict the product of the given reaction. (1) The product is: [C:1]1([S:7]([N:10]2[C:18]3[C:13](=[CH:14][C:15]([S:19][CH3:20])=[CH:16][CH:17]=3)[CH:12]=[C:11]2[CH2:21][C:23]2[O:27][C:26]([C:28]([O:30][CH2:31][CH3:32])=[O:29])=[CH:25][CH:24]=2)(=[O:9])=[O:8])[CH:2]=[CH:3][CH:4]=[CH:5][CH:6]=1. Given the reactants [C:1]1([S:7]([N:10]2[C:18]3[C:13](=[CH:14][C:15]([S:19][CH3:20])=[CH:16][CH:17]=3)[CH:12]=[C:11]2[CH:21]([C:23]2[O:27][C:26]([C:28]([O:30][CH2:31][CH3:32])=[O:29])=[CH:25][CH:24]=2)O)(=[O:9])=[O:8])[CH:6]=[CH:5][CH:4]=[CH:3][CH:2]=1, predict the reaction product. (2) Given the reactants [NH2:1][C:2]1[CH:7]=[CH:6][C:5]([B:8]2[O:16][C:13]([CH3:15])([CH3:14])[C:10]([CH3:12])([CH3:11])[O:9]2)=[CH:4][CH:3]=1.[CH:17]1[C:29]2[CH:28]([CH2:30][O:31][C:32]([NH:34][C@H:35]([CH:44]([CH3:46])[CH3:45])[C:36]([NH:38][C@H:39]([CH3:43])[C:40](O)=[O:41])=[O:37])=[O:33])[C:27]3[C:22](=[CH:23][CH:24]=[CH:25][CH:26]=3)[C:21]=2[CH:20]=[CH:19][CH:18]=1.C1CCC(N=C=NC2CCCCC2)CC1, predict the reaction product. The product is: [CH3:45][CH:44]([CH3:46])[C@H:35]([NH:34][C:32](=[O:33])[O:31][CH2:30][CH:28]1[C:27]2[CH:26]=[CH:25][CH:24]=[CH:23][C:22]=2[C:21]2[C:29]1=[CH:17][CH:18]=[CH:19][CH:20]=2)[C:36](=[O:37])[NH:38][C@@H:39]([CH3:43])[C:40](=[O:41])[NH:1][C:2]1[CH:7]=[CH:6][C:5]([B:8]2[O:16][C:13]([CH3:15])([CH3:14])[C:10]([CH3:11])([CH3:12])[O:9]2)=[CH:4][CH:3]=1. (3) Given the reactants [CH3:1][NH:2][C:3]1[CH:8]=[CH:7][N:6]2[CH:9]=[C:10]([C:12]3[CH:17]=[CH:16][C:15]([OH:18])=[CH:14][CH:13]=3)[N:11]=[C:5]2[CH:4]=1.CC1C=CC(S(O[CH2:30][F:31])(=O)=O)=CC=1, predict the reaction product. The product is: [F:31][CH2:30][O:18][C:15]1[CH:16]=[CH:17][C:12]([C:10]2[N:11]=[C:5]3[CH:4]=[C:3]([NH:2][CH3:1])[CH:8]=[CH:7][N:6]3[CH:9]=2)=[CH:13][CH:14]=1. (4) Given the reactants [C:1]([O:5][C:6](=[O:25])[NH:7][C@H:8]([C:13](=[O:24])[NH:14][C@H:15]1[CH2:21][CH2:20][C@@H:19]([CH3:22])[NH:18][CH2:17][CH:16]1[OH:23])[CH2:9][CH:10]([CH3:12])[CH3:11])([CH3:4])([CH3:3])[CH3:2].[CH3:26][O:27][C:28](=[O:37])[C@@H:29]([N:34]=[C:35]=[O:36])[CH2:30][CH:31]([CH3:33])[CH3:32], predict the reaction product. The product is: [CH3:26][O:27][C:28](=[O:37])[C@@H:29]([NH:34][C:35]([N:18]1[CH2:17][CH:16]([OH:23])[C@@H:15]([NH:14][C:13](=[O:24])[C@@H:8]([NH:7][C:6]([O:5][C:1]([CH3:3])([CH3:4])[CH3:2])=[O:25])[CH2:9][CH:10]([CH3:12])[CH3:11])[CH2:21][CH2:20][C@H:19]1[CH3:22])=[O:36])[CH2:30][CH:31]([CH3:33])[CH3:32].